Dataset: Forward reaction prediction with 1.9M reactions from USPTO patents (1976-2016). Task: Predict the product of the given reaction. Given the reactants [C:1]([O:4][C:5]1[CH:25]=[CH:24][C:8]([C:9]2[CH2:10][O:11][C:12]3[C:17]([CH:18]=2)=[C:16]([CH3:19])[CH:15]=[C:14]([O:20][C:21](=[O:23])[CH3:22])[CH:13]=3)=[CH:7][CH:6]=1)(=[O:3])[CH3:2].[CH:26]1C=CC([C+](C2C=CC=CC=2)C2C=CC=CC=2)=CC=1.F[P-](F)(F)(F)(F)F.C[Zn]C, predict the reaction product. The product is: [C:1]([O:4][C:5]1[CH:25]=[CH:24][C:8]([C:9]2[CH:10]([CH3:26])[O:11][C:12]3[C:17]([CH:18]=2)=[C:16]([CH3:19])[CH:15]=[C:14]([O:20][C:21](=[O:23])[CH3:22])[CH:13]=3)=[CH:7][CH:6]=1)(=[O:3])[CH3:2].